This data is from Full USPTO retrosynthesis dataset with 1.9M reactions from patents (1976-2016). The task is: Predict the reactants needed to synthesize the given product. (1) Given the product [CH:64]1([S:67]([NH:70][C:43]([C@@:18]23[CH2:42][C@H:17]2[CH2:16][C:15]([F:47])([F:46])[CH2:14][CH2:13][CH2:12][CH2:11][CH2:10][C@H:9]([NH:8][C:6](=[O:7])[O:5][C:1]([CH3:4])([CH3:2])[CH3:3])[C:23](=[O:24])[N:22]2[CH2:25][C@H:26]([O:28][C:29]4[C:38]([CH2:39][CH3:40])=[N:37][C:36]5[C:31](=[CH:32][CH:33]=[CH:34][CH:35]=5)[N:30]=4)[CH2:27][C@H:21]2[C:20](=[O:41])[NH:19]3)=[O:45])(=[O:69])=[O:68])[CH2:66][CH2:65]1, predict the reactants needed to synthesize it. The reactants are: [C:1]([O:5][C:6]([NH:8][C@@H:9]1[C:23](=[O:24])[N:22]2[CH2:25][C@H:26]([O:28][C:29]3[C:38]([CH2:39][CH3:40])=[N:37][C:36]4[C:31](=[CH:32][CH:33]=[CH:34][CH:35]=4)[N:30]=3)[CH2:27][C@H:21]2[C:20](=[O:41])[NH:19][C@:18]2([C:43]([OH:45])=O)[CH2:42][C@H:17]2[CH2:16][C:15]([F:47])([F:46])[CH2:14][CH2:13][CH2:12][CH2:11][CH2:10]1)=[O:7])([CH3:4])([CH3:3])[CH3:2].ClC(Cl)C.C(N1C=CN=C1)(N1C=CN=C1)=O.[CH:64]1([S:67]([NH2:70])(=[O:69])=[O:68])[CH2:66][CH2:65]1.C1CCN2C(=NCCC2)CC1.Cl. (2) Given the product [C:1]([C:3]1[CH:4]=[CH:5][C:6]([C:17]([C:19]2[CH:24]=[CH:23][C:22]([F:25])=[CH:21][CH:20]=2)=[O:18])=[C:7]([CH:16]=1)[CH2:8][O:9][C:10](=[O:15])[C:11]([CH3:14])([CH3:13])[CH3:12])#[N:2], predict the reactants needed to synthesize it. The reactants are: [C:1]([C:3]1[CH:4]=[CH:5][C:6]([CH:17]([C:19]2[CH:24]=[CH:23][C:22]([F:25])=[CH:21][CH:20]=2)[OH:18])=[C:7]([CH:16]=1)[CH2:8][O:9][C:10](=[O:15])[C:11]([CH3:14])([CH3:13])[CH3:12])#[N:2].OO.Cl.